This data is from Reaction yield outcomes from USPTO patents with 853,638 reactions. The task is: Predict the reaction yield, written as a fraction of the theoretical maximum amount of product (1.0 means a 100% yield; for example, 0.34 means a 34% yield). (1) The reactants are Br[C:2]1[C:3]([C:8]#[N:9])=[N:4][CH:5]=[CH:6][CH:7]=1.[C:10]([C:12]1[CH:17]=[CH:16][C:15]([O:18][CH3:19])=[CH:14][CH:13]=1)#[CH:11].C(N(CC)CC)C.C(=O)([O-])[O-].[Na+].[Na+]. The catalyst is Cl[Pd](Cl)([P](C1C=CC=CC=1)(C1C=CC=CC=1)C1C=CC=CC=1)[P](C1C=CC=CC=1)(C1C=CC=CC=1)C1C=CC=CC=1.[Cu]I.C(OCC)(=O)C.N1C=CC=CC=1. The product is [C:8]([C:3]1[C:2]([C:11]#[C:10][C:12]2[CH:17]=[CH:16][C:15]([O:18][CH3:19])=[CH:14][CH:13]=2)=[CH:7][CH:6]=[CH:5][N:4]=1)#[N:9]. The yield is 0.810. (2) The reactants are ClC(Cl)(Cl)[C:3]([C:5]1[NH:6][CH:7]=[C:8]([I:10])[CH:9]=1)=[O:4].[CH3:13][O-:14].[Na+]. The catalyst is CO. The product is [CH3:13][O:14][C:3]([C:5]1[NH:6][CH:7]=[C:8]([I:10])[CH:9]=1)=[O:4]. The yield is 0.925.